This data is from Catalyst prediction with 721,799 reactions and 888 catalyst types from USPTO. The task is: Predict which catalyst facilitates the given reaction. (1) Reactant: [NH2:1][C:2]1[C:3](Br)=[N:4][C:5]([Br:8])=[CH:6][N:7]=1.[O:10]1[C:14]2[CH:15]=[CH:16][CH:17]=[CH:18][C:13]=2[CH:12]=[C:11]1B(O)O.C([O-])(O)=O.[Na+].C(Cl)Cl. Product: [O:10]1[C:14]2[CH:15]=[CH:16][CH:17]=[CH:18][C:13]=2[CH:12]=[C:11]1[C:3]1[C:2]([NH2:1])=[N:7][CH:6]=[C:5]([Br:8])[N:4]=1. The catalyst class is: 108. (2) Reactant: [CH3:1][N:2]1[C:10]2[CH:9]=[C:8]3[O:11][CH2:12][CH2:13][O:14][C:7]3=[CH:6][C:5]=2[CH:4]([C:15]2[CH:20]=[CH:19][CH:18]=[CH:17][C:16]=2[N+:21]([O-:23])=[O:22])[C:3]1=[O:24].C[Si]([N-][Si](C)(C)C)(C)C.[Li+].C([C:37]([O:39][CH3:40])=[O:38])#N.Cl. Product: [CH3:1][N:2]1[C:10]2[CH:9]=[C:8]3[O:11][CH2:12][CH2:13][O:14][C:7]3=[CH:6][C:5]=2[C:4]([C:15]2[CH:20]=[CH:19][CH:18]=[CH:17][C:16]=2[N+:21]([O-:23])=[O:22])([C:37]([O:39][CH3:40])=[O:38])[C:3]1=[O:24]. The catalyst class is: 7. (3) Reactant: [F:1][C:2]1[CH:28]=[C:27]([F:29])[CH:26]=[CH:25][C:3]=1[O:4][C:5]1[CH:10]=[CH:9][C:8]([CH2:11][S:12]([CH3:15])(=[O:14])=[O:13])=[CH:7][C:6]=1B1OC(C)(C)C(C)(C)O1.Br[C:31]1[CH:32]=[C:33]2[C:41](I)=[CH:40][N:39]([CH3:43])[C:34]2=[C:35]([O:37][CH3:38])[N:36]=1.P([O-])([O-])([O-])=O.[K+].[K+].[K+]. Product: [F:1][C:2]1[CH:28]=[C:27]([F:29])[CH:26]=[CH:25][C:3]=1[O:4][C:5]1[CH:6]=[CH:7][C:8]([CH2:11][S:12]([CH3:15])(=[O:14])=[O:13])=[CH:9][C:10]=1[C:41]1[C:33]2[C:34](=[C:35]([O:37][CH3:38])[N:36]=[C:31]([C:6]3[CH:7]=[C:8]([CH2:11][S:12]([CH3:15])(=[O:14])=[O:13])[CH:9]=[CH:10][C:5]=3[O:4][C:3]3[CH:25]=[CH:26][C:27]([F:29])=[CH:28][C:2]=3[F:1])[CH:32]=2)[N:39]([CH3:43])[CH:40]=1. The catalyst class is: 110. (4) Reactant: Cl.[NH2:2][NH2:3].CCN(C(C)C)C(C)C.[CH2:13]([O:15][C:16](=[O:28])/[C:17](=[CH:24]/OCC)/[C:18](=O)[C:19]([F:22])([F:21])[F:20])[CH3:14]. Product: [CH2:13]([O:15][C:16]([C:17]1[CH:24]=[N:2][NH:3][C:18]=1[C:19]([F:22])([F:21])[F:20])=[O:28])[CH3:14]. The catalyst class is: 14. (5) Reactant: [NH2:1][C:2]1[C:7]([NH:8][C:9](=[O:39])[CH2:10][CH2:11][C:12]2[CH:17]=[C:16]([CH3:18])[CH:15]=[C:14]([NH:19]C(C3C=CC=CC=3)(C3C=CC=CC=3)C3C=CC=CC=3)[N:13]=2)=[CH:6][C:5]([I:40])=[CH:4][N:3]=1. Product: [NH2:1][C:2]1[C:7]([NH:8][C:9](=[O:39])[CH2:10][CH2:11][C:12]2[CH:17]=[C:16]([CH3:18])[CH:15]=[C:14]([NH2:19])[N:13]=2)=[CH:6][C:5]([I:40])=[CH:4][N:3]=1. The catalyst class is: 15. (6) Reactant: Cl[C:2]1[CH:3]=[C:4]([C:14]([NH:16][CH2:17][C:18]2[C:19](=[O:26])[NH:20][C:21]([CH3:25])=[CH:22][C:23]=2[CH3:24])=[O:15])[C:5]2[CH:10]=[N:9][N:8]([CH:11]([CH3:13])[CH3:12])[C:6]=2[N:7]=1.[F:27][C:28]1[CH:33]=[CH:32][C:31](B(O)O)=[CH:30][CH:29]=1.C(=O)([O-])[O-].[Na+].[Na+].B(O)O. The catalyst class is: 368. Product: [CH3:24][C:23]1[CH:22]=[C:21]([CH3:25])[NH:20][C:19](=[O:26])[C:18]=1[CH2:17][NH:16][C:14]([C:4]1[C:5]2[CH:10]=[N:9][N:8]([CH:11]([CH3:13])[CH3:12])[C:6]=2[N:7]=[C:2]([C:31]2[CH:32]=[CH:33][C:28]([F:27])=[CH:29][CH:30]=2)[CH:3]=1)=[O:15]. (7) Reactant: [CH:1]1[C:13]2[NH:12][C:11]3[C:6](=[CH:7][CH:8]=[CH:9][CH:10]=3)[C:5]=2[CH:4]=[CH:3][CH:2]=1.Br[CH2:15][CH2:16][CH2:17][CH2:18][CH3:19].C([O-])([O-])=O.[Cs+].[Cs+]. Product: [CH2:15]([N:12]1[C:11]2[CH:10]=[CH:9][CH:8]=[CH:7][C:6]=2[C:5]2[C:13]1=[CH:1][CH:2]=[CH:3][CH:4]=2)[CH2:16][CH2:17][CH2:18][CH3:19]. The catalyst class is: 39. (8) Product: [NH2:7][C:8]1[N:16]=[C:15]([O:17][CH2:18][CH2:19][CH2:20][CH3:21])[N:14]=[C:13]2[C:9]=1[NH:10][C:11](=[O:33])[N:12]2[CH2:22][CH2:23][CH2:24][N:25]([CH2:26][C:27]1[CH:28]=[CH:29][CH:30]=[CH:31][CH:32]=1)[C:1](=[O:3])[CH3:2]. The catalyst class is: 37. Reactant: [C:1](Cl)(=[O:3])[CH3:2].Cl.Cl.[NH2:7][C:8]1[N:16]=[C:15]([O:17][CH2:18][CH2:19][CH2:20][CH3:21])[N:14]=[C:13]2[C:9]=1[NH:10][C:11](=[O:33])[N:12]2[CH2:22][CH2:23][CH2:24][NH:25][CH2:26][C:27]1[CH:32]=[CH:31][CH:30]=[CH:29][CH:28]=1.C(N(CC)CC)C. (9) Reactant: [CH3:1][O:2][C:3]1[CH:4]=[C:5]2[C:10](=[CH:11][C:12]=1[O:13][CH3:14])[N:9]=[CH:8][N:7]=[C:6]2[O:15][C:16]1[CH:22]=[CH:21][C:19]([NH2:20])=[CH:18][CH:17]=1.C1(C)C=CC=CC=1.C(N(CC)CC)C.Cl[C:38](Cl)([O:40][C:41](=[O:47])OC(Cl)(Cl)Cl)Cl.[CH3:49][C:50]1[CH:55]=[CH:54][C:53]([CH3:56])=[CH:52][C:51]=1[S:57][CH2:58]CO. Product: [CH3:1][O:2][C:3]1[CH:4]=[C:5]2[C:10](=[CH:11][C:12]=1[O:13][CH3:14])[N:9]=[CH:8][N:7]=[C:6]2[O:15][C:16]1[CH:22]=[CH:21][C:19]([NH:20][C:41](=[O:47])[O:40][CH2:38][CH2:58][S:57][C:51]2[CH:52]=[C:53]([CH3:56])[CH:54]=[CH:55][C:50]=2[CH3:49])=[CH:18][CH:17]=1. The catalyst class is: 2.